From a dataset of Full USPTO retrosynthesis dataset with 1.9M reactions from patents (1976-2016). Predict the reactants needed to synthesize the given product. (1) Given the product [CH:28]1([CH2:32][N:1]2[C:5]([C:6]3[CH:7]=[C:8]([C:12]4[N:17]5[N:18]=[CH:19][C:20]([C:21]([C:23]6[S:24][CH:25]=[CH:26][CH:27]=6)=[O:22])=[C:16]5[N:15]=[CH:14][CH:13]=4)[CH:9]=[CH:10][CH:11]=3)=[N:4][N:3]=[N:2]2)[CH2:31][CH2:30][CH2:29]1, predict the reactants needed to synthesize it. The reactants are: [NH:1]1[C:5]([C:6]2[CH:7]=[C:8]([C:12]3[N:17]4[N:18]=[CH:19][C:20]([C:21]([C:23]5[S:24][CH:25]=[CH:26][CH:27]=5)=[O:22])=[C:16]4[N:15]=[CH:14][CH:13]=3)[CH:9]=[CH:10][CH:11]=2)=[N:4][N:3]=[N:2]1.[CH:28]1([CH2:32]Br)[CH2:31][CH2:30][CH2:29]1. (2) The reactants are: P(Cl)(Cl)(Cl)=O.[F:6][C:7]1[CH:16]=[C:15]([F:17])[CH:14]=[C:13]2[C:8]=1[C:9](=O)[NH:10][CH:11]=[N:12]2.[Cl:19][C:20]1[C:25]([NH2:26])=[C:24]2[O:27][CH2:28][O:29][C:23]2=[CH:22][CH:21]=1.C(N(C(C)C)CC)(C)C. Given the product [Cl:19][C:20]1[C:25]([NH:26][C:9]2[C:8]3[C:13](=[CH:14][C:15]([F:17])=[CH:16][C:7]=3[F:6])[N:12]=[CH:11][N:10]=2)=[C:24]2[O:27][CH2:28][O:29][C:23]2=[CH:22][CH:21]=1, predict the reactants needed to synthesize it.